This data is from Reaction yield outcomes from USPTO patents with 853,638 reactions. The task is: Predict the reaction yield, written as a fraction of the theoretical maximum amount of product (1.0 means a 100% yield; for example, 0.34 means a 34% yield). (1) The reactants are CC([N:5]([CH:9]1[CH2:14][CH2:13][N:12]([C@H:15]2[CH2:20][CH2:19][C@H:18]([O:21][CH2:22][CH2:23][CH3:24])[CH2:17][CH2:16]2)[CH2:11][CH2:10]1)C(=O)[O-])(C)C.[ClH:25]. The product is [ClH:25].[ClH:25].[CH2:22]([O:21][C@H:18]1[CH2:17][CH2:16][C@H:15]([N:12]2[CH2:11][CH2:10][CH:9]([NH2:5])[CH2:14][CH2:13]2)[CH2:20][CH2:19]1)[CH2:23][CH3:24]. The yield is 0.810. The catalyst is C(OCC)C. (2) The reactants are [CH:1]([C:4]1[CH:5]=[C:6]([CH:12]=[CH:13][C:14]([CH2:16][NH:17][C:18]2[CH:27]=[CH:26][C:21]([C:22]([O:24]C)=[O:23])=[CH:20][CH:19]=2)=[O:15])[O:7][C:8]=1[CH:9]([CH3:11])[CH3:10])([CH3:3])[CH3:2].[OH-].[Li+]. No catalyst specified. The product is [CH:1]([C:4]1[CH:5]=[C:6]([CH:12]=[CH:13][C:14]([CH2:16][NH:17][C:18]2[CH:27]=[CH:26][C:21]([C:22]([OH:24])=[O:23])=[CH:20][CH:19]=2)=[O:15])[O:7][C:8]=1[CH:9]([CH3:10])[CH3:11])([CH3:2])[CH3:3]. The yield is 0.960. (3) The reactants are [CH3:1][C:2]1[CH:3]=[CH:4][N:5]2[C:10]=1[C:9](=[O:11])[N:8]([C:12]1[CH:17]=[CH:16][CH:15]=[CH:14][CH:13]=1)[C:7]([C@@H:18]([NH:20][C:21]1[C:22]3[C:29]([C:30]4[CH:38]=[C:37]([NH:39][C:40]([NH2:42])=[O:41])[CH:36]=[C:35]5[C:31]=4[CH:32]=[CH:33][NH:34]5)=[CH:28][N:27](COCC[Si](C)(C)C)[C:23]=3[N:24]=[CH:25][N:26]=1)[CH3:19])=[N:6]2.FC(F)(F)C(O)=O.N. No catalyst specified. The product is [CH3:1][C:2]1[CH:3]=[CH:4][N:5]2[C:10]=1[C:9](=[O:11])[N:8]([C:12]1[CH:13]=[CH:14][CH:15]=[CH:16][CH:17]=1)[C:7]([C@@H:18]([NH:20][C:21]1[C:22]3[C:29]([C:30]4[CH:38]=[C:37]([NH:39][C:40]([NH2:42])=[O:41])[CH:36]=[C:35]5[C:31]=4[CH:32]=[CH:33][NH:34]5)=[CH:28][NH:27][C:23]=3[N:24]=[CH:25][N:26]=1)[CH3:19])=[N:6]2. The yield is 0.800.